Regression. Given a target protein amino acid sequence and a drug SMILES string, predict the binding affinity score between them. We predict pKi (pKi = -log10(Ki in M); higher means stronger inhibition). Dataset: bindingdb_ki. From a dataset of Drug-target binding data from BindingDB using Ki measurements. The small molecule is NC1CCc2c(Cl)cccc2CC1=O. The target protein (Q01693) has sequence MKYTKTLLAMVLSATFCQAYAEDKVWISIGADANQTVMKSGAESILPNSVASSGQVWVGQVDVAQLAELSHNMHEEHNRCGGYMVHPSAQSAMAASAMPTTLASFVMPPITQQATVTAWLPQVDASQITGTISSLESFTNRFYTTTSGAQASDWIASEWQALSASLPNASVKQVSHSGYNQKSVVMTITGSEAPDEWIVIGGHLDSTIGSHTNEQSVAPGADDDASGIAAVTEVIRVLSENNFQPKRSIAFMAYAAEEVGLRGSQDLANQYKSEGKNVVSALQLDMTNYKGSAQDVVFITDYTDSNFTQYLTQLMDEYLPSLTYGFDTCGYACSDHASWHNAGYPAAMPFESKFNDYNPRIHTTQDTLANSDPTGSHAKKFTQLGLAYAIEMGSATGDTPTPGNQLEDGVPVTDLSGSRGSNVWYTFELETQKNLQITTSGGYGDLDLYVKFGSKASKQNWDCRPYLSGNNEVCTFNNASPGTYSVMLTGYSNYSGASLK.... The pKi is 4.0.